This data is from Forward reaction prediction with 1.9M reactions from USPTO patents (1976-2016). The task is: Predict the product of the given reaction. Given the reactants C1C(=O)N(Cl)C(=O)C1.[OH:9][N:10]=[CH:11][C:12]1[CH:27]=[CH:26][C:15]([CH2:16][N:17]([CH3:25])[C:18](=[O:24])[O:19][C:20]([CH3:23])([CH3:22])[CH3:21])=[CH:14][CH:13]=1.[C:28]([C:30]1[CH:35]=[N:34][CH:33]=[C:32]([C:36]2[CH:41]=[CH:40][C:39]([S:42]([CH:45]([CH3:47])[CH3:46])(=[O:44])=[O:43])=[CH:38][CH:37]=2)[N:31]=1)#[CH:29].CCN(CC)CC, predict the reaction product. The product is: [CH:45]([S:42]([C:39]1[CH:38]=[CH:37][C:36]([C:32]2[N:31]=[C:30]([C:28]3[O:9][N:10]=[C:11]([C:12]4[CH:13]=[CH:14][C:15]([CH2:16][N:17]([CH3:25])[C:18](=[O:24])[O:19][C:20]([CH3:21])([CH3:22])[CH3:23])=[CH:26][CH:27]=4)[CH:29]=3)[CH:35]=[N:34][CH:33]=2)=[CH:41][CH:40]=1)(=[O:43])=[O:44])([CH3:47])[CH3:46].